This data is from Full USPTO retrosynthesis dataset with 1.9M reactions from patents (1976-2016). The task is: Predict the reactants needed to synthesize the given product. (1) Given the product [OH:8][CH2:9][CH2:10][O:11][C:12]1[CH:13]=[CH:14][C:15]([C:18]23[N:30]([C:31]([C:33]4[C:34]([CH3:38])=[N:35][O:36][CH:37]=4)=[O:32])[CH2:29][CH2:28][N:19]2[C:20](=[O:27])[C:21]2[N:22]([CH:24]=[CH:25][CH:26]=2)[CH2:23]3)=[CH:16][CH:17]=1, predict the reactants needed to synthesize it. The reactants are: [Si]([O:8][CH2:9][CH2:10][O:11][C:12]1[CH:17]=[CH:16][C:15]([C:18]23[N:30]([C:31]([C:33]4[C:34]([CH3:38])=[N:35][O:36][CH:37]=4)=[O:32])[CH2:29][CH2:28][N:19]2[C:20](=[O:27])[C:21]2[N:22]([CH:24]=[CH:25][CH:26]=2)[CH2:23]3)=[CH:14][CH:13]=1)(C(C)(C)C)(C)C.C(O)(=O)C.C1COCC1.O. (2) Given the product [BrH:1].[S:3]1[CH:7]=[CH:6][C:5]2[C:8]([C:12]3[N:13]4[CH2:19][CH2:18][N:17]=[C:14]4[S:15][C:16]=3[Br:1])=[CH:9][CH:10]=[CH:11][C:4]1=2, predict the reactants needed to synthesize it. The reactants are: [Br:1]Br.[S:3]1[CH:7]=[CH:6][C:5]2[C:8]([C:12]3[N:13]4[CH2:19][CH2:18][N:17]=[C:14]4[S:15][CH:16]=3)=[CH:9][CH:10]=[CH:11][C:4]1=2. (3) Given the product [CH:1]1([C:6]2[NH:14][C:13]3[C:12](=[O:15])[N:11]([CH2:16][CH2:17][CH3:18])[C:10]([NH:20][C:21]4[CH:26]=[CH:25][CH:24]=[CH:23][CH:22]=4)=[N:9][C:8]=3[N:7]=2)[CH2:5][CH2:4][CH2:3][CH2:2]1, predict the reactants needed to synthesize it. The reactants are: [CH:1]1([C:6]2[NH:14][C:13]3[C:12](=[O:15])[N:11]([CH2:16][CH2:17][CH3:18])[C:10](Cl)=[N:9][C:8]=3[N:7]=2)[CH2:5][CH2:4][CH2:3][CH2:2]1.[NH2:20][C:21]1[CH:26]=[CH:25][CH:24]=[CH:23][CH:22]=1.O. (4) Given the product [OH:15][C:12]1[CH:11]=[C:10]([C:16]2[N:17]=[C:18]([NH:21][C:22](=[O:26])[CH:23]([CH3:25])[CH3:24])[S:19][CH:20]=2)[N:9]=[C:8]2[C:7]3[C:2]([Cl:1])=[C:3]([O:27][CH3:28])[CH:4]=[CH:5][C:6]=3[O:14][C:13]=12, predict the reactants needed to synthesize it. The reactants are: [Cl:1][C:2]1[C:7]2[C:8]3[NH:9][CH:10]([C:16]4[N:17]=[C:18]([NH:21][C:22](=[O:26])[CH:23]([CH3:25])[CH3:24])[S:19][CH:20]=4)[CH2:11][C:12](=[O:15])[C:13]=3[O:14][C:6]=2[CH:5]=[CH:4][C:3]=1[O:27][CH3:28]. (5) Given the product [Br:33][C:18]1[O:17][C:16]([CH2:15][CH:10]2[CH2:11][CH2:12][CH2:13][CH2:14][N:9]2[C:7]([C:5]2[N:6]=[C:2]([CH3:1])[S:3][C:4]=2[C:27]2[CH:32]=[CH:31][CH:30]=[CH:29][CH:28]=2)=[O:8])=[N:20][C:19]=1[C:21]1[CH:22]=[CH:23][CH:24]=[CH:25][CH:26]=1, predict the reactants needed to synthesize it. The reactants are: [CH3:1][C:2]1[S:3][C:4]([C:27]2[CH:32]=[CH:31][CH:30]=[CH:29][CH:28]=2)=[C:5]([C:7]([N:9]2[CH2:14][CH2:13][CH2:12][CH2:11][CH:10]2[CH2:15][C:16]2[O:17][CH:18]=[C:19]([C:21]3[CH:26]=[CH:25][CH:24]=[CH:23][CH:22]=3)[N:20]=2)=[O:8])[N:6]=1.[Br:33]N1C(=O)CCC1=O.